This data is from Reaction yield outcomes from USPTO patents with 853,638 reactions. The task is: Predict the reaction yield, written as a fraction of the theoretical maximum amount of product (1.0 means a 100% yield; for example, 0.34 means a 34% yield). (1) The reactants are [N+:1]([C:4]1[CH:5]=[C:6]([CH2:10][C:11]([OH:13])=[O:12])[CH:7]=[CH:8][CH:9]=1)([O-:3])=[O:2].Cl.[CH3:15]O. No catalyst specified. The product is [N+:1]([C:4]1[CH:5]=[C:6]([CH2:10][C:11]([O:13][CH3:15])=[O:12])[CH:7]=[CH:8][CH:9]=1)([O-:3])=[O:2]. The yield is 0.960. (2) The reactants are [C:1]([C:5]1[N:10]=[C:9]([N:11]2[CH2:16][CH2:15][N:14]([CH2:17][CH2:18][CH2:19][CH2:20][NH2:21])[CH2:13][CH2:12]2)[CH:8]=[C:7]([CH3:22])[N:6]=1)([CH3:4])([CH3:3])[CH3:2].C1N=CN([C:28](N2C=NC=C2)=[O:29])C=1.[C:35]1([N:41]2[CH2:46][CH2:45][NH:44][CH2:43][CH2:42]2)[CH:40]=[CH:39][CH:38]=[CH:37][CH:36]=1. The catalyst is C(Cl)(Cl)Cl.CO. The product is [C:1]([C:5]1[N:10]=[C:9]([N:11]2[CH2:12][CH2:13][N:14]([CH2:17][CH2:18][CH2:19][CH2:20][NH:21][C:28]([N:44]3[CH2:45][CH2:46][N:41]([C:35]4[CH:40]=[CH:39][CH:38]=[CH:37][CH:36]=4)[CH2:42][CH2:43]3)=[O:29])[CH2:15][CH2:16]2)[CH:8]=[C:7]([CH3:22])[N:6]=1)([CH3:4])([CH3:3])[CH3:2]. The yield is 0.280. (3) The reactants are II.[C:3]([O:7][C:8]([NH:10][CH2:11][CH2:12][CH2:13][N:14]([CH3:50])[CH2:15][CH2:16][CH2:17][NH:18][C:19]1[C:31]2[C:30]3[C:25](=[CH:26][C:27]([C:32]([O:34][CH3:35])=[O:33])=[CH:28][CH:29]=3)[NH:24][C:23]=2[N:22]=[C:21]([CH2:36][C:37]2[CH:42]=[CH:41][CH:40]=[C:39]([C:43]3([C:46]([F:49])([F:48])[F:47])[NH:45][NH:44]3)[CH:38]=2)[N:20]=1)=[O:9])([CH3:6])([CH3:5])[CH3:4].C(N(CC)CC)C. The catalyst is C(Cl)Cl. The product is [C:3]([O:7][C:8]([NH:10][CH2:11][CH2:12][CH2:13][N:14]([CH3:50])[CH2:15][CH2:16][CH2:17][NH:18][C:19]1[C:31]2[C:30]3[C:25](=[CH:26][C:27]([C:32]([O:34][CH3:35])=[O:33])=[CH:28][CH:29]=3)[NH:24][C:23]=2[N:22]=[C:21]([CH2:36][C:37]2[CH:42]=[CH:41][CH:40]=[C:39]([C:43]3([C:46]([F:47])([F:48])[F:49])[N:44]=[N:45]3)[CH:38]=2)[N:20]=1)=[O:9])([CH3:6])([CH3:5])[CH3:4]. The yield is 0.930. (4) The reactants are [NH2:1][C:2]1[S:3][C:4]2[CH2:15][CH2:14][CH2:13][CH2:12][C:5]=2[C:6]=1[C:7](OCC)=[O:8].ClC1C=CC=C2C=1C1C(=O)NC(NC(=O)C(C)(C)C)=[N:26][C:20]=1[NH:21]2.O.[OH-].[NH4+]. The catalyst is CS(C)(=O)=O. The product is [NH2:21][C:20]1[NH:26][C:7](=[O:8])[C:6]2[C:5]3[CH2:12][CH2:13][CH2:14][CH2:15][C:4]=3[S:3][C:2]=2[N:1]=1. The yield is 0.600. (5) The reactants are [CH3:1][O:2][C:3]1[CH:4]=[C:5]2[C:10](=[CH:11][C:12]=1[O:13][CH3:14])[N:9]=[CH:8][CH:7]=[C:6]2[O:15][C:16]1[CH:17]=[C:18]2[C:22](=[CH:23][CH:24]=1)[NH:21][CH:20]=[CH:19]2.[H-].[Na+].[CH3:27]I.O. The catalyst is CN(C)C=O. The product is [CH3:1][O:2][C:3]1[CH:4]=[C:5]2[C:10](=[CH:11][C:12]=1[O:13][CH3:14])[N:9]=[CH:8][CH:7]=[C:6]2[O:15][C:16]1[CH:17]=[C:18]2[C:22](=[CH:23][CH:24]=1)[N:21]([CH3:27])[CH:20]=[CH:19]2. The yield is 0.620.